From a dataset of Peptide-MHC class I binding affinity with 185,985 pairs from IEDB/IMGT. Regression. Given a peptide amino acid sequence and an MHC pseudo amino acid sequence, predict their binding affinity value. This is MHC class I binding data. (1) The peptide sequence is YHGEAMAIG. The MHC is HLA-B08:01 with pseudo-sequence HLA-B08:01. The binding affinity (normalized) is 0.0847. (2) The peptide sequence is IPNDFKELV. The MHC is HLA-B51:01 with pseudo-sequence HLA-B51:01. The binding affinity (normalized) is 0.436. (3) The peptide sequence is KLLPQLPGV. The MHC is HLA-A02:02 with pseudo-sequence HLA-A02:02. The binding affinity (normalized) is 0.637. (4) The peptide sequence is VPPFPRTAF. The MHC is HLA-A31:01 with pseudo-sequence HLA-A31:01. The binding affinity (normalized) is 0.0847. (5) The peptide sequence is KSLFNTIAVLY. The binding affinity (normalized) is 0.361. The MHC is HLA-B35:01 with pseudo-sequence HLA-B35:01. (6) The peptide sequence is RQDILDLWIY. The MHC is HLA-B58:01 with pseudo-sequence HLA-B58:01. The binding affinity (normalized) is 0. (7) The binding affinity (normalized) is 0.0847. The peptide sequence is GLIQYPTAW. The MHC is HLA-B57:01 with pseudo-sequence HLA-B57:01.